From a dataset of Retrosynthesis with 50K atom-mapped reactions and 10 reaction types from USPTO. Predict the reactants needed to synthesize the given product. (1) The reactants are: O=C(O)c1cn(-c2ccc(OC(F)(F)F)c(Cl)c2)cn1. Given the product OCc1cn(-c2ccc(OC(F)(F)F)c(Cl)c2)cn1, predict the reactants needed to synthesize it. (2) Given the product Cc1cc(-c2cc(C)c(Br)c(C)c2)nc(C)n1, predict the reactants needed to synthesize it. The reactants are: Cc1cc(B2OC(C)(C)C(C)(C)O2)cc(C)c1Br.Cc1cc(Br)nc(C)n1. (3) The reactants are: CC(=O)Cl.Nc1cnc2cc(-c3ccc(S(=O)(=O)N4CCC5(CC4)CN(C4CC4)C(=O)CO5)cc3)ccc2c1. Given the product CC(=O)Nc1cnc2cc(-c3ccc(S(=O)(=O)N4CCC5(CC4)CN(C4CC4)C(=O)CO5)cc3)ccc2c1, predict the reactants needed to synthesize it. (4) Given the product CCOC(=O)C(O)Cc1ccc(OCc2ccccc2)cc1, predict the reactants needed to synthesize it. The reactants are: BrCc1ccccc1.CCOC(=O)C(O)Cc1ccc(O)cc1. (5) Given the product O=C(O)C1CCN1Cc1ccccc1, predict the reactants needed to synthesize it. The reactants are: COC(=O)C1CCN1Cc1ccccc1.